This data is from Catalyst prediction with 721,799 reactions and 888 catalyst types from USPTO. The task is: Predict which catalyst facilitates the given reaction. (1) Reactant: [NH2:1][CH2:2][CH2:3][C@@H:4]([NH:6][C:7](=[O:13])[O:8][C:9]([CH3:12])([CH3:11])[CH3:10])[CH3:5].[N:14]1[CH:19]=[CH:18][CH:17]=[C:16]([CH:20]=O)[CH:15]=1.ClC(Cl)C.C(O)(=O)C.C(O[BH-](OC(=O)C)OC(=O)C)(=O)C.[Na+]. Product: [CH3:5][C@H:4]([NH:6][C:7](=[O:13])[O:8][C:9]([CH3:12])([CH3:11])[CH3:10])[CH2:3][CH2:2][NH:1][CH2:20][C:16]1[CH:15]=[N:14][CH:19]=[CH:18][CH:17]=1. The catalyst class is: 7. (2) Reactant: [Cl:1][C:2]1[N:3]([CH3:7])[CH:4]=[CH:5][N:6]=1.[Li]CCCC.[F:13][C:14]1[CH:15]=[C:16]([CH:19]=[CH:20][CH:21]=1)[CH:17]=[O:18]. Product: [F:13][C:14]1[CH:15]=[C:16]([CH:17]([C:4]2[N:3]([CH3:7])[C:2]([Cl:1])=[N:6][CH:5]=2)[OH:18])[CH:19]=[CH:20][CH:21]=1. The catalyst class is: 1. (3) Reactant: [CH3:1][C:2]([CH3:7])([CH3:6])[C@@H:3]1[O:5][CH2:4]1.[N:8]1[C:12]2[CH:13]=[CH:14][CH:15]=[CH:16][C:11]=2[NH:10][CH:9]=1. Product: [N:8]1([CH2:4][C@@H:3]([OH:5])[C:2]([CH3:7])([CH3:6])[CH3:1])[C:12]2[CH:13]=[CH:14][CH:15]=[CH:16][C:11]=2[N:10]=[CH:9]1. The catalyst class is: 8. (4) Reactant: [F:1][C:2]1[CH:3]=[CH:4][C:5]([NH:8][C:9](=[O:31])[CH2:10][S:11]C(C2C=CC=CC=2)(C2C=CC=CC=2)C2C=CC=CC=2)=[N:6][CH:7]=1.FC(F)(F)C(O)=O. Product: [F:1][C:2]1[CH:3]=[CH:4][C:5]([NH:8][C:9](=[O:31])[CH2:10][SH:11])=[N:6][CH:7]=1. The catalyst class is: 4. (5) Reactant: [N+:1]([C:4]1[CH:9]=[CH:8][CH:7]=[CH:6][C:5]=1[OH:10])([O-:3])=[O:2].C([O-])([O-])=O.[K+].[K+].Br[CH2:18][CH:19]1[CH2:21][CH2:20]1.Cl. Product: [CH:19]1([CH2:18][O:10][C:5]2[CH:6]=[CH:7][CH:8]=[CH:9][C:4]=2[N+:1]([O-:3])=[O:2])[CH2:21][CH2:20]1. The catalyst class is: 210. (6) Reactant: [Cl:1][C:2]1[C:23]([Cl:24])=[C:22]([N+:25]([O-])=O)[CH:21]=[CH:20][C:3]=1[O:4][CH2:5][C:6]1[CH:11]=[CH:10][N:9]=[C:8]([NH:12][C:13]([N:15]2[CH2:19][CH2:18][CH2:17][CH2:16]2)=[O:14])[CH:7]=1. Product: [NH2:25][C:22]1[CH:21]=[CH:20][C:3]([O:4][CH2:5][C:6]2[CH:11]=[CH:10][N:9]=[C:8]([NH:12][C:13]([N:15]3[CH2:16][CH2:17][CH2:18][CH2:19]3)=[O:14])[CH:7]=2)=[C:2]([Cl:1])[C:23]=1[Cl:24]. The catalyst class is: 409. (7) Reactant: [Cl:1][C:2]1[CH:7]=[CH:6][C:5]([C:8]2[N:12]([CH:13]3[CH2:15][CH2:14]3)[C:11](=[O:16])[NH:10][CH:9]=2)=[CH:4][CH:3]=1.Cl[CH2:18][C:19]([O:21][CH2:22][CH3:23])=[O:20].C(=O)([O-])[O-].[K+].[K+]. Product: [Cl:1][C:2]1[CH:3]=[CH:4][C:5]([C:8]2[N:12]([CH:13]3[CH2:14][CH2:15]3)[C:11](=[O:16])[N:10]([CH2:18][C:19]([O:21][CH2:22][CH3:23])=[O:20])[CH:9]=2)=[CH:6][CH:7]=1. The catalyst class is: 10. (8) Reactant: [Br:1][C:2]1[CH:3]=[C:4]([NH:8][C:9](=[C:11]([C:17]([O:19]CC)=O)[C:12]([O:14][CH2:15][CH3:16])=[O:13])[CH3:10])[CH:5]=[CH:6][CH:7]=1.C1(OC2C=CC=CC=2)C=CC=CC=1. Product: [Br:1][C:2]1[CH:3]=[C:4]2[C:5]([C:17]([OH:19])=[C:11]([C:12]([O:14][CH2:15][CH3:16])=[O:13])[C:9]([CH3:10])=[N:8]2)=[CH:6][CH:7]=1. The catalyst class is: 28. (9) Reactant: [Cl:1][C:2]1[CH:3]=[C:4]([CH:6]=[CH:7][C:8]=1[O:9][C:10]([F:13])([F:12])[F:11])N.N([O-])=O.[Na+].[I-:18].[K+]. Product: [Cl:1][C:2]1[CH:3]=[C:4]([I:18])[CH:6]=[CH:7][C:8]=1[O:9][C:10]([F:13])([F:12])[F:11]. The catalyst class is: 82. (10) Reactant: [C:1]([CH:5]1[CH2:10][CH2:9][C:8]([C:11]2[CH:20]=[CH:19][C:14]([C:15]([O:17][CH3:18])=[O:16])=[CH:13][CH:12]=2)=[CH:7][CH2:6]1)([CH3:4])([CH3:3])[CH3:2]. Product: [C:1]([CH:5]1[CH2:6][CH2:7][CH:8]([C:11]2[CH:12]=[CH:13][C:14]([C:15]([O:17][CH3:18])=[O:16])=[CH:19][CH:20]=2)[CH2:9][CH2:10]1)([CH3:4])([CH3:2])[CH3:3]. The catalyst class is: 78.